Predict the product of the given reaction. From a dataset of Forward reaction prediction with 1.9M reactions from USPTO patents (1976-2016). (1) Given the reactants C(Cl)(=O)C(Cl)=O.CS(C)=O.[CH3:11][N:12]1[CH:16]2[CH2:17][CH2:18][C:13]1([CH2:19][OH:20])[CH2:14][CH2:15]2.C(N(CC)CC)C, predict the reaction product. The product is: [CH3:11][N:12]1[CH:16]2[CH2:17][CH2:18][C:13]1([CH:19]=[O:20])[CH2:14][CH2:15]2. (2) Given the reactants [CH3:1][C:2]1[C:7]([CH3:8])=[C:6]([N:9]2[CH2:14][CH2:13][CH:12]([NH:15][CH3:16])[CH2:11][CH2:10]2)[N:5]=[N:4][C:3]=1[C:17]1[CH:24]=[CH:23][C:20]([C:21]#[N:22])=[CH:19][CH:18]=1.[F:25][C:26]([F:37])([F:36])[C:27]1[C:32]([C:33]([OH:35])=O)=[CH:31][N:30]=[CH:29][CH:28]=1.C(N(CC)CC)C.CCN=C=NCCCN(C)C.C(Cl)[Cl:57], predict the reaction product. The product is: [ClH:57].[C:21]([C:20]1[CH:23]=[CH:24][C:17]([C:3]2[N:4]=[N:5][C:6]([N:9]3[CH2:14][CH2:13][CH:12]([N:15]([CH3:16])[C:33](=[O:35])[C:32]4[C:27]([C:26]([F:25])([F:37])[F:36])=[CH:28][CH:29]=[N:30][CH:31]=4)[CH2:11][CH2:10]3)=[C:7]([CH3:8])[C:2]=2[CH3:1])=[CH:18][CH:19]=1)#[N:22]. (3) Given the reactants [NH:1]1[CH2:5][CH2:4][CH2:3][C:2]1=[O:6].Br[C:8]1[N:13]=[CH:12][C:11]([C:14]([N:16]2[CH2:21][CH2:20][CH:19]([C:22](=[O:30])[C:23]3[CH:28]=[CH:27][C:26]([Cl:29])=[CH:25][CH:24]=3)[CH2:18][CH2:17]2)=[O:15])=[CH:10][CH:9]=1, predict the reaction product. The product is: [Cl:29][C:26]1[CH:25]=[CH:24][C:23]([C:22]([CH:19]2[CH2:18][CH2:17][N:16]([C:14]([C:11]3[CH:10]=[CH:9][C:8]([N:1]4[CH2:5][CH2:4][CH2:3][C:2]4=[O:6])=[N:13][CH:12]=3)=[O:15])[CH2:21][CH2:20]2)=[O:30])=[CH:28][CH:27]=1. (4) The product is: [I:1][C:2]1[CH:3]=[CH:4][CH:5]=[C:6]2[C:11]=1[NH:10][CH2:9][CH2:8][CH2:7]2. Given the reactants [I:1][C:2]1[CH:3]=[CH:4][CH:5]=[C:6]2[C:11]=1[N:10](C(OC(C)(C)C)=O)[CH2:9][CH2:8][CH2:7]2.Cl.O1CCOCC1, predict the reaction product. (5) The product is: [CH3:23][C:19]1[CH:18]=[C:17]([C:13]2[CH:14]=[C:15]3[C:10](=[CH:11][CH:12]=2)[CH2:9][NH:8][CH2:16]3)[CH:22]=[CH:21][N:20]=1. Given the reactants C(OC([N:8]1[CH2:16][C:15]2[C:10](=[CH:11][CH:12]=[C:13]([C:17]3[CH:22]=[CH:21][N:20]=[C:19]([CH3:23])[CH:18]=3)[CH:14]=2)[CH2:9]1)=O)(C)(C)C.Cl, predict the reaction product. (6) Given the reactants N1[C:5]2[CH:6]=[CH:7]C=C[C:4]=2[NH:3]C=1.C([N:12]([CH2:15][CH3:16])[CH2:13][CH3:14])C.C(Cl)(=O)[C:18]1[CH:23]=[CH:22][CH:21]=[C:20]([O:24][CH3:25])[CH:19]=1.[OH-:28].[Na+].[OH2:30], predict the reaction product. The product is: [NH:12]1[C:13]2[CH:14]=[CH:7][CH:6]=[CH:5][C:4]=2[N:3]=[C:15]1[C:16]([O:30][C:18]1[CH:23]=[CH:22][CH:21]=[C:20]([O:24][CH3:25])[CH:19]=1)=[O:28]. (7) The product is: [NH2:51][C:32](=[O:34])[C@@H:23]([NH:24][C:25](=[O:26])[O:27][C:28]([CH3:29])([CH3:30])[CH3:31])[CH2:22][S:21][C:16]1[CH:15]=[N:14][C:13]([N:12]([S:9]([C:3]2[CH:4]=[CH:5][CH:6]=[C:7]([Cl:8])[C:2]=2[Cl:1])(=[O:11])=[O:10])[CH2:35][O:36][CH2:37][CH2:38][Si:39]([CH3:42])([CH3:40])[CH3:41])=[C:18]([O:19][CH3:20])[N:17]=1. Given the reactants [Cl:1][C:2]1[C:7]([Cl:8])=[CH:6][CH:5]=[CH:4][C:3]=1[S:9]([N:12]([CH2:35][O:36][CH2:37][CH2:38][Si:39]([CH3:42])([CH3:41])[CH3:40])[C:13]1[N:14]=[CH:15][C:16]([S:21][CH2:22][C@@H:23]([C:32]([OH:34])=O)[NH:24][C:25]([O:27][C:28]([CH3:31])([CH3:30])[CH3:29])=[O:26])=[N:17][C:18]=1[O:19][CH3:20])(=[O:11])=[O:10].ClC(OCC(C)C)=O.[NH3:51].[Cl-].[NH4+], predict the reaction product.